Dataset: Forward reaction prediction with 1.9M reactions from USPTO patents (1976-2016). Task: Predict the product of the given reaction. Given the reactants [NH2:1][C@H:2]([C:10]([OH:12])=[O:11])[CH2:3][C:4]1[CH:9]=[CH:8][CH:7]=[CH:6][CH:5]=1.Cl[C:14]([O:16][CH2:17][C:18]1[CH:23]=[CH:22][CH:21]=[CH:20][CH:19]=1)=[O:15].[C:24](OC=C)(=O)[CH3:25].[OH-].[K+], predict the reaction product. The product is: [CH:24]([O:11][C:10](=[O:12])[C@H:2]([CH2:3][C:4]1[CH:9]=[CH:8][CH:7]=[CH:6][CH:5]=1)[NH:1][C:14]([O:16][CH2:17][C:18]1[CH:23]=[CH:22][CH:21]=[CH:20][CH:19]=1)=[O:15])=[CH2:25].